The task is: Predict the product of the given reaction.. This data is from Forward reaction prediction with 1.9M reactions from USPTO patents (1976-2016). Given the reactants [CH3:1][N:2]([CH3:34])[CH2:3][CH2:4][N:5]([CH3:33])[C:6]1[C:11]([N+:12]([O-])=O)=[CH:10][C:9]([NH:15][C:16]2[N:21]=[C:20]([C:22]3[CH:23]=[N:24][N:25]4[CH:30]=[CH:29][CH:28]=[CH:27][C:26]=34)[CH:19]=[CH:18][N:17]=2)=[C:8]([O:31][CH3:32])[CH:7]=1.[NH4+].[Cl-].C(O)C, predict the reaction product. The product is: [CH3:34][N:2]([CH3:1])[CH2:3][CH2:4][N:5]([CH3:33])[C:6]1[C:11]([NH2:12])=[CH:10][C:9]([NH:15][C:16]2[N:21]=[C:20]([C:22]3[CH:23]=[N:24][N:25]4[CH:30]=[CH:29][CH:28]=[CH:27][C:26]=34)[CH:19]=[CH:18][N:17]=2)=[C:8]([O:31][CH3:32])[CH:7]=1.